This data is from P-glycoprotein inhibition data for predicting drug efflux from Broccatelli et al.. The task is: Regression/Classification. Given a drug SMILES string, predict its absorption, distribution, metabolism, or excretion properties. Task type varies by dataset: regression for continuous measurements (e.g., permeability, clearance, half-life) or binary classification for categorical outcomes (e.g., BBB penetration, CYP inhibition). Dataset: pgp_broccatelli. (1) The compound is C[C@H]1[C@@H]2CC[C@@]3(O)[C@@H](C[C@@H]4[C@@H]3CC(=O)[C@@H]3CC(=O)CC[C@]34C)[C@H]2CN2C[C@H](C)CC[C@H]12. The result is 0 (non-inhibitor). (2) The compound is Cc1nc(-c2c3n(c4c(N5CCN(CCc6ccccc6)CC5)ncnc24)CCCC3)sc1C. The result is 1 (inhibitor). (3) The molecule is COc1cc2c(cc1OC)CN(CCc1ccc(NC(=O)c3ccccc3NC(=O)c3cc4ccccc4o3)cc1)CC2. The result is 1 (inhibitor). (4) The compound is CN(CCCl)CCCl. The result is 0 (non-inhibitor). (5) The molecule is O=C(O)c1cc(/N=N/c2ccc(S(=O)(=O)Nc3ccccn3)cc2)ccc1O. The result is 0 (non-inhibitor). (6) The drug is O=c1c2ccccc2n(CCCCN2CCN(CCO)CC2)c2ccccc12. The result is 1 (inhibitor).